This data is from Forward reaction prediction with 1.9M reactions from USPTO patents (1976-2016). The task is: Predict the product of the given reaction. (1) The product is: [Cl:1][C:2]1[CH:7]=[C:6]([O:8][C:9]2[C:18]3[C:13](=[CH:14][C:15]([O:21][CH2:37][C:38]4[CH:43]=[CH:42][N:41]=[CH:40][CH:39]=4)=[C:16]([O:19][CH3:20])[CH:17]=3)[N:12]=[CH:11][N:10]=2)[CH:5]=[CH:4][C:3]=1[NH:22][C:23]([NH:25][CH2:26][CH2:27][CH3:28])=[O:24]. Given the reactants [Cl:1][C:2]1[CH:7]=[C:6]([O:8][C:9]2[C:18]3[C:13](=[CH:14][C:15]([OH:21])=[C:16]([O:19][CH3:20])[CH:17]=3)[N:12]=[CH:11][N:10]=2)[CH:5]=[CH:4][C:3]=1[NH:22][C:23]([NH:25][CH2:26][CH2:27][CH3:28])=[O:24].C(=O)([O-])[O-].[K+].[K+].Cl.Cl[CH2:37][C:38]1[CH:43]=[CH:42][N:41]=[CH:40][CH:39]=1.O, predict the reaction product. (2) Given the reactants C[O:2][C:3](=[O:43])[C:4]1[CH:9]=[CH:8][C:7]([NH:10][C:11](=[O:41])[CH2:12][N:13]2[CH2:17][C@@H:16]([CH2:18][C:19]([CH3:22])([CH3:21])[CH3:20])[C@@:15]([C:25]3[CH:30]=[CH:29][C:28]([Cl:31])=[CH:27][C:26]=3[F:32])([C:23]#[N:24])[C@H:14]2[C:33]2[CH:38]=[CH:37][CH:36]=[C:35]([Cl:39])[C:34]=2[F:40])=[CH:6][C:5]=1[CH3:42].[Li+].[OH-], predict the reaction product. The product is: [Cl:39][C:35]1[C:34]([F:40])=[C:33]([C@@H:14]2[C@:15]([C:25]3[CH:30]=[CH:29][C:28]([Cl:31])=[CH:27][C:26]=3[F:32])([C:23]#[N:24])[C@H:16]([CH2:18][C:19]([CH3:20])([CH3:21])[CH3:22])[CH2:17][N:13]2[CH2:12][C:11]([NH:10][C:7]2[CH:8]=[CH:9][C:4]([C:3]([OH:43])=[O:2])=[C:5]([CH3:42])[CH:6]=2)=[O:41])[CH:38]=[CH:37][CH:36]=1. (3) Given the reactants [CH3:1][S:2]([OH:5])(=[O:4])=[O:3].[CH:6]([OH:8])=[O:7].CC([N:12](C)C)=O, predict the reaction product. The product is: [CH:6]([O:8][NH2:12])=[O:7].[CH3:1][S:2]([O-:5])(=[O:4])=[O:3]. (4) Given the reactants [C:1]([NH:5][S:6]([C:9]1[C:10]([C:15]2[CH:20]=[CH:19][C:18](B3OC(C)(C)C(C)(C)O3)=[C:17]([F:30])[CH:16]=2)=[CH:11][CH:12]=[CH:13][CH:14]=1)(=[O:8])=[O:7])([CH3:4])([CH3:3])[CH3:2].[NH2:31][C:32]1[N:37]=[C:36]([C:38]#[N:39])[C:35](Br)=[CH:34][CH:33]=1, predict the reaction product. The product is: [NH2:31][C:32]1[N:37]=[C:36]([C:38]#[N:39])[C:35]([C:18]2[CH:19]=[CH:20][C:15]([C:10]3[C:9]([S:6]([NH:5][C:1]([CH3:2])([CH3:3])[CH3:4])(=[O:7])=[O:8])=[CH:14][CH:13]=[CH:12][CH:11]=3)=[CH:16][C:17]=2[F:30])=[CH:34][CH:33]=1. (5) Given the reactants [Si:1]([O:8][CH2:9][CH2:10][C:11]1[CH:16]=[CH:15][C:14]([N+:17]([O-])=O)=[CH:13][N:12]=1)([C:4]([CH3:7])([CH3:6])[CH3:5])([CH3:3])[CH3:2], predict the reaction product. The product is: [Si:1]([O:8][CH2:9][CH2:10][C:11]1[N:12]=[CH:13][C:14]([NH2:17])=[CH:15][CH:16]=1)([C:4]([CH3:6])([CH3:7])[CH3:5])([CH3:3])[CH3:2]. (6) The product is: [S:1]1[C:5]2[CH:6]=[CH:7][CH:8]=[CH:9][C:4]=2[CH:3]=[C:2]1[C:10]([O:12][N:14]1[C:18](=[O:19])[CH2:17][CH2:16][C:15]1=[O:20])=[O:11]. Given the reactants [S:1]1[C:5]2[CH:6]=[CH:7][CH:8]=[CH:9][C:4]=2[CH:3]=[C:2]1[C:10]([OH:12])=[O:11].O[N:14]1[C:18](=[O:19])[CH2:17][CH2:16][C:15]1=[O:20].Cl.CN(C)CCCN=C=NCC, predict the reaction product.